Dataset: Forward reaction prediction with 1.9M reactions from USPTO patents (1976-2016). Task: Predict the product of the given reaction. Given the reactants C[O:2][C:3](=O)[C:4]1[CH:9]=[C:8]([N+:10]([O-:12])=[O:11])[C:7]([N:13]2[CH2:18][CH2:17][N:16]([C:19]3[CH:24]=[CH:23][CH:22]=[CH:21][C:20]=3[CH3:25])[CH2:15][CH2:14]2)=[CH:6][C:5]=1/[CH:26]=[CH:27]/OCC.ClCCCl.FC(F)(F)C(O)=O.[CH3:43][N:44]([CH2:46][C:47]1[CH:48]=[C:49]([CH:52]=[CH:53][CH:54]=1)[CH2:50][NH2:51])[CH3:45].C(N(CC)CC)C.C(O[BH-](OC(=O)C)OC(=O)C)(=O)C.[Na+], predict the reaction product. The product is: [CH3:45][N:44]([CH2:46][C:47]1[CH:48]=[C:49]([CH:52]=[CH:53][CH:54]=1)[CH2:50][N:51]1[CH2:27][CH2:26][C:5]2[C:4](=[CH:9][C:8]([N+:10]([O-:12])=[O:11])=[C:7]([N:13]3[CH2:14][CH2:15][N:16]([C:19]4[CH:24]=[CH:23][CH:22]=[CH:21][C:20]=4[CH3:25])[CH2:17][CH2:18]3)[CH:6]=2)[C:3]1=[O:2])[CH3:43].